This data is from Forward reaction prediction with 1.9M reactions from USPTO patents (1976-2016). The task is: Predict the product of the given reaction. (1) Given the reactants [Cl:1][C:2]1[CH:3]=[C:4]([C:26]#[C:27][CH2:28][N:29]([CH3:31])[CH3:30])[CH:5]=[C:6]2[C:10]=1[C:9](=[O:11])[N:8]([CH2:12][C:13]1[CH:18]=[CH:17][C:16]([O:19][C:20]3[CH:25]=[CH:24][CH:23]=[CH:22][CH:21]=3)=[CH:15][CH:14]=1)[CH2:7]2.[H][H].C(Cl)(Cl)Cl.CO, predict the reaction product. The product is: [Cl:1][C:2]1[CH:3]=[C:4]([CH2:26][CH2:27][CH2:28][N:29]([CH3:31])[CH3:30])[CH:5]=[C:6]2[C:10]=1[C:9](=[O:11])[N:8]([CH2:12][C:13]1[CH:14]=[CH:15][C:16]([O:19][C:20]3[CH:25]=[CH:24][CH:23]=[CH:22][CH:21]=3)=[CH:17][CH:18]=1)[CH2:7]2. (2) Given the reactants Cl[C:2]1[N:10]=[C:9]([Cl:11])[CH:8]=[CH:7][C:3]=1[C:4]([NH2:6])=[O:5].[O-:12][CH2:13][CH3:14].[Na+].C(O)C, predict the reaction product. The product is: [Cl:11][C:9]1[CH:8]=[CH:7][C:3]([C:4]([NH2:6])=[O:5])=[C:2]([O:12][CH2:13][CH3:14])[N:10]=1. (3) The product is: [C:1]([O:4][C@@H:5]([C:6]1[NH:8][C:9]2[CH:10]=[C:11]3[O:15][N:14]=[C:13]([N:16]4[C:17](=[O:26])[C:18]5[C:23](=[CH:22][CH:21]=[CH:20][CH:19]=5)[C:24]4=[O:25])[C:12]3=[CH:27][C:28]=2[S:29](=[O:31])(=[O:32])[N:30]=1)[C@H:33]1[O:38][CH2:37][CH2:36][N:35]([C:39]2[CH:43]=[CH:42][N:41]([C:44]3[CH:49]=[CH:48][N:47]=[CH:46][CH:45]=3)[N:40]=2)[C:34]1=[O:50])(=[O:3])[CH3:2]. Given the reactants [C:1]([O:4][C@H:5]([C@H:33]1[O:38][CH2:37][CH2:36][N:35]([C:39]2[CH:43]=[CH:42][N:41]([C:44]3[CH:49]=[CH:48][N:47]=[CH:46][CH:45]=3)[N:40]=2)[C:34]1=[O:50])[C:6]([NH:8][C:9]1[C:28]([S:29](=[O:32])(=[O:31])[NH2:30])=[CH:27][C:12]2[C:13]([N:16]3[C:24](=[O:25])[C:23]4[C:18](=[CH:19][CH:20]=[CH:21][CH:22]=4)[C:17]3=[O:26])=[N:14][O:15][C:11]=2[CH:10]=1)=O)(=[O:3])[CH3:2], predict the reaction product. (4) Given the reactants [NH2:1][C:2]1[C:15]2[CH2:14][C:13]3[C:8](=[CH:9][CH:10]=[CH:11][CH:12]=3)[S:7][C:6]=2[C:5]([OH:16])=[CH:4][CH:3]=1.[C:17](O[C:17]([O:19][C:20]([CH3:23])([CH3:22])[CH3:21])=[O:18])([O:19][C:20]([CH3:23])([CH3:22])[CH3:21])=[O:18].CO.[OH-].[Na+], predict the reaction product. The product is: [C:20]([O:19][C:17](=[O:18])[NH:1][C:2]1[C:15]2[CH2:14][C:13]3[C:8](=[CH:9][CH:10]=[CH:11][CH:12]=3)[S:7][C:6]=2[C:5]([OH:16])=[CH:4][CH:3]=1)([CH3:23])([CH3:22])[CH3:21]. (5) The product is: [NH2:23][C:18]1[CH:19]=[CH:20][CH:21]=[CH:22][C:17]=1[CH:4]1[CH2:3][C:2]([CH3:1])([CH3:26])[C:11]2[C:6](=[CH:7][CH:8]=[C:9]([C:12]([O:14][CH2:15][CH3:16])=[O:13])[CH:10]=2)[NH:5]1. Given the reactants [CH3:1][C:2]1([CH3:26])[C:11]2[C:6](=[CH:7][CH:8]=[C:9]([C:12]([O:14][CH2:15][CH3:16])=[O:13])[CH:10]=2)[NH:5][CH:4]([C:17]2[CH:22]=[CH:21][CH:20]=[CH:19][C:18]=2[N+:23]([O-])=O)[CH2:3]1.[Cl-].[NH4+], predict the reaction product.